The task is: Predict which catalyst facilitates the given reaction.. This data is from Catalyst prediction with 721,799 reactions and 888 catalyst types from USPTO. (1) Reactant: N12CCCN=C1CCCCC2.[C:12]([O:16][C:17]([NH:19][CH:20](P(OC)(OC)=O)[C:21]([O:23][CH3:24])=[O:22])=[O:18])([CH3:15])([CH3:14])[CH3:13].[CH2:31]([O:38][CH:39]1[CH2:42][C:41](=O)[CH2:40]1)[C:32]1[CH:37]=[CH:36][CH:35]=[CH:34][CH:33]=1. Product: [CH2:31]([O:38][CH:39]1[CH2:40][C:41](=[C:20]([NH:19][C:17]([O:16][C:12]([CH3:13])([CH3:14])[CH3:15])=[O:18])[C:21]([O:23][CH3:24])=[O:22])[CH2:42]1)[C:32]1[CH:37]=[CH:36][CH:35]=[CH:34][CH:33]=1. The catalyst class is: 4. (2) Reactant: C(=O)(O)O.[NH2:5][C:6]([NH2:8])=[NH:7].[H-].[Na+].[CH3:11][C:12]1[CH:16]=[CH:15][O:14][C:13]=1[C:17]([C:19](=[C:22](SC)[S:23][CH3:24])[C:20]#[N:21])=O. Product: [NH2:7][C:6]1[N:8]=[C:17]([C:13]2[O:14][CH:15]=[CH:16][C:12]=2[CH3:11])[C:19]([C:20]#[N:21])=[C:22]([S:23][CH3:24])[N:5]=1. The catalyst class is: 3.